Dataset: Reaction yield outcomes from USPTO patents with 853,638 reactions. Task: Predict the reaction yield, written as a fraction of the theoretical maximum amount of product (1.0 means a 100% yield; for example, 0.34 means a 34% yield). (1) The reactants are [Cl:1][C:2]1[CH:15]=[CH:14][C:5]([CH2:6][N:7]2[CH2:12][CH2:11][CH:10]([NH2:13])[CH2:9][CH2:8]2)=[CH:4][C:3]=1[O:16][CH2:17][CH3:18].[CH3:19][O:20][C:21]1[CH:22]=[C:23]([CH:27]=[CH:28][CH:29]=1)[C:24](Cl)=[O:25]. No catalyst specified. The product is [Cl:1][C:2]1[CH:15]=[CH:14][C:5]([CH2:6][N:7]2[CH2:12][CH2:11][CH:10]([NH:13][C:24](=[O:25])[C:23]3[CH:27]=[CH:28][CH:29]=[C:21]([O:20][CH3:19])[CH:22]=3)[CH2:9][CH2:8]2)=[CH:4][C:3]=1[O:16][CH2:17][CH3:18]. The yield is 0.650. (2) The reactants are C(=O)([O-])[O-].[Na+].[Na+].Br[C:8]1[S:12][C:11]([C:13]([OH:15])=[O:14])=[CH:10][CH:9]=1.[F:16][C:17]([F:28])([F:27])[C:18]1[CH:23]=[CH:22][C:21](B(O)O)=[CH:20][CH:19]=1. The catalyst is C([O-])(=O)C.[Pd+2].C([O-])(=O)C.FC(F)(F)C1C=CC(B(O)O)=CC=1.Cl. The product is [F:16][C:17]([F:28])([F:27])[C:18]1[CH:23]=[CH:22][C:21]([C:8]2[S:12][C:11]([C:13]([OH:15])=[O:14])=[CH:10][CH:9]=2)=[CH:20][CH:19]=1. The yield is 0.850. (3) The reactants are O[CH:2]([C:4]1[CH:21]=[CH:20][C:7]2/[C:8](=[CH:17]/[C:18]#[N:19])/[C:9]3[CH:16]=[CH:15][CH:14]=[CH:13][C:10]=3[CH2:11][CH2:12][C:6]=2[CH:5]=1)[CH3:3].[CH2:22]([C:24]1[NH:34][C:27]2=[N:28][C:29]([CH3:33])=[CH:30][C:31]([CH3:32])=[C:26]2[N:25]=1)[CH3:23].C1(P(C2C=CC=CC=2)C2C=CC=CC=2)C=CC=CC=1.N(C(OC(C)(C)C)=O)=NC(OC(C)(C)C)=O. The catalyst is C1COCC1. The product is [CH2:22]([C:24]1[N:34]([CH:2]([C:4]2[CH:21]=[CH:20][C:7]3/[C:8](=[CH:17]/[C:18]#[N:19])/[C:9]4[CH:16]=[CH:15][CH:14]=[CH:13][C:10]=4[CH2:11][CH2:12][C:6]=3[CH:5]=2)[CH3:3])[C:27]2=[N:28][C:29]([CH3:33])=[CH:30][C:31]([CH3:32])=[C:26]2[N:25]=1)[CH3:23]. The yield is 0.450. (4) The reactants are [OH:1][C:2]1[CH:10]=[CH:9][CH:8]=[C:7]2[C:3]=1[CH:4]=[CH:5][NH:6]2.[CH3:11][O:12][C:13]1[CH:14]=[C:15]([CH:18]=[CH:19][CH:20]=1)[CH:16]=O.[C:21](#[N:25])[CH2:22][C:23]#[N:24].N1CCCCC1. The catalyst is C(O)C. The product is [NH2:25][C:21]1[O:1][CH:2]2[C:3]3[C:7](=[CH:8][CH:9]=[C:10]2[CH:16]([C:15]2[CH:18]=[CH:19][CH:20]=[C:13]([O:12][CH3:11])[CH:14]=2)[C:22]=1[C:23]#[N:24])[N:6]=[CH:5][CH:4]=3. The yield is 0.250. (5) The reactants are S(Cl)(Cl)=O.[OH:5][C:6]1[CH:14]=[CH:13][C:9]([C:10]([OH:12])=[O:11])=[C:8]([CH3:15])[CH:7]=1.[CH3:16]O. No catalyst specified. The product is [OH:5][C:6]1[CH:14]=[CH:13][C:9]([C:10]([O:12][CH3:16])=[O:11])=[C:8]([CH3:15])[CH:7]=1. The yield is 1.00. (6) The reactants are [N:1]([CH2:4][CH:5]1[CH2:8][CH:7]([S:9]([C:12]2[CH:17]=[CH:16][CH:15]=[C:14]([C:18]([F:21])([F:20])[F:19])[CH:13]=2)(=[O:11])=[O:10])[CH2:6]1)=[N+]=[N-]. The catalyst is CCO.[OH-].[OH-].[Pd+2]. The product is [F:20][C:18]([F:19])([F:21])[C:14]1[CH:13]=[C:12]([S:9]([CH:7]2[CH2:6][CH:5]([CH2:4][NH2:1])[CH2:8]2)(=[O:11])=[O:10])[CH:17]=[CH:16][CH:15]=1. The yield is 1.00. (7) The reactants are [N+:1]([C:4]1[CH:9]=[C:8]([C:10]2[CH:15]=[CH:14][CH:13]=[C:12]([NH:16][C:17](=[O:22])[C:18]([F:21])([F:20])[F:19])[CH:11]=2)[CH:7]=[CH:6][C:5]=1[CH:23](C(OC)=O)[C:24]([O:26]C)=[O:25])([O-:3])=[O:2]. The catalyst is Cl. The product is [N+:1]([C:4]1[CH:9]=[C:8]([C:10]2[CH:15]=[CH:14][CH:13]=[C:12]([NH:16][C:17](=[O:22])[C:18]([F:19])([F:20])[F:21])[CH:11]=2)[CH:7]=[CH:6][C:5]=1[CH2:23][C:24]([OH:26])=[O:25])([O-:3])=[O:2]. The yield is 0.730.